Dataset: Forward reaction prediction with 1.9M reactions from USPTO patents (1976-2016). Task: Predict the product of the given reaction. (1) Given the reactants C1N2CN3CN(C2)CN1C3.O.[CH2:12]([O:14][C:15](=[O:29])[C@H:16]([CH2:21][C:22]1[CH:27]=[CH:26][C:25]([OH:28])=[CH:24][CH:23]=1)[NH:17][C:18](=[O:20])[CH3:19])[CH3:13].O.[C:31](O)(C(F)(F)F)=[O:32], predict the reaction product. The product is: [CH2:12]([O:14][C:15](=[O:29])[C@H:16]([CH2:21][C:22]1[CH:23]=[CH:24][C:25]([OH:28])=[C:26]([CH:31]=[O:32])[CH:27]=1)[NH:17][C:18](=[O:20])[CH3:19])[CH3:13]. (2) The product is: [CH3:1][CH:3]1[CH2:9][CH:8]([NH:10][S:11]([C:13]([CH3:16])([CH3:14])[CH3:15])=[O:12])[CH2:7][CH2:6][CH:5]([C:17]2[N:18]([CH3:25])[N:19]=[CH:20][C:21]=2[N+:22]([O-:24])=[O:23])[O:4]1. Given the reactants [CH2:1]([CH:3]1[CH2:9][CH:8]([NH:10][S:11]([C:13]([CH3:16])([CH3:15])[CH3:14])=[O:12])[CH2:7][CH2:6][CH:5]([C:17]2[N:18]([CH3:25])[N:19]=[CH:20][C:21]=2[N+:22]([O-:24])=[O:23])[O:4]1)C.CC1CC(=O)CCC(C2N(C)N=CC=2[N+]([O-])=O)O1, predict the reaction product. (3) The product is: [O:26]=[C:25]1[NH:11][C:2]2[CH2:3][CH2:4][CH2:5][CH2:6][CH2:7][CH2:8][C:1]=2[CH:18]=[C:20]1[C:21]([O:23][CH3:24])=[O:22]. Given the reactants [C:1]1(=O)[CH2:8][CH2:7][CH2:6][CH2:5][CH2:4][CH2:3][CH2:2]1.C[N:11](C(OC)OC)C.[C:18]([CH2:20][C:21]([O:23][CH3:24])=[O:22])#N.[CH3:25][OH:26], predict the reaction product. (4) Given the reactants [CH:1]1[CH:6]=[CH:5][C:4]([CH2:7][C@H:8]([NH:13][C:14]([O:16][CH2:17][C:18]2[CH:23]=[CH:22][CH:21]=[CH:20][CH:19]=2)=[O:15])[C:9]([CH2:11]Cl)=[O:10])=[CH:3][CH:2]=1.[Na+].[I-].C([O-])(O)=O.[Na+].[CH3:31][O:32][C:33](=[O:57])[NH:34][CH:35]([C:40]([NH:42][NH:43][CH2:44][C:45]1[CH:50]=[CH:49][C:48]([C:51]2[CH:56]=[CH:55][CH:54]=[CH:53][N:52]=2)=[CH:47][CH:46]=1)=[O:41])[C:36]([CH3:39])([CH3:38])[CH3:37], predict the reaction product. The product is: [CH2:17]([O:16][C:14](=[O:15])[NH:13][CH:8]([CH2:7][C:4]1[CH:5]=[CH:6][CH:1]=[CH:2][CH:3]=1)[C:9](=[O:10])[CH2:11][N:43]([CH2:44][C:45]1[CH:50]=[CH:49][C:48]([C:51]2[CH:56]=[CH:55][CH:54]=[CH:53][N:52]=2)=[CH:47][CH:46]=1)[NH:42][C:40](=[O:41])[CH:35]([NH:34][C:33]([O:32][CH3:31])=[O:57])[C:36]([CH3:39])([CH3:38])[CH3:37])[C:18]1[CH:23]=[CH:22][CH:21]=[CH:20][CH:19]=1.